Dataset: Catalyst prediction with 721,799 reactions and 888 catalyst types from USPTO. Task: Predict which catalyst facilitates the given reaction. (1) Reactant: [CH2:1]([O:3][C:4]1[CH:5]=[C:6]2[C:11](=[C:12]3[CH2:16][C:15]([CH3:18])([CH3:17])[O:14][C:13]=13)[C:10]([C:19]1[CH:20]=[C:21]([NH:25][C:26](=O)[C:27](F)(F)F)[CH:22]=[CH:23][CH:24]=1)=[N:9][C:8]([CH3:33])([CH3:32])[CH2:7]2)[CH3:2].C(Br)[C:35]1[CH:40]=[CH:39]C=[CH:37][CH:36]=1.[H-].[Na+].Cl. Product: [CH2:1]([O:3][C:4]1[CH:5]=[C:6]2[C:11](=[C:12]3[CH2:16][C:15]([CH3:18])([CH3:17])[O:14][C:13]=13)[C:10]([C:19]1[CH:20]=[C:21]([NH:25][CH2:26][C:27]3[CH:39]=[CH:40][CH:35]=[CH:36][CH:37]=3)[CH:22]=[CH:23][CH:24]=1)=[N:9][C:8]([CH3:33])([CH3:32])[CH2:7]2)[CH3:2]. The catalyst class is: 7. (2) Reactant: Br[C:2]1[CH:7]=[CH:6][CH:5]=[C:4]([O:8][CH3:9])[N:3]=1.[NH2:10][C@H:11]1[C:20]2[C:15](=[CH:16][CH:17]=[C:18]([C:21]3[CH2:22][CH2:23][O:24][CH2:25][CH:26]=3)[CH:19]=2)[N:14]([C:27](=[O:29])[CH3:28])[C@@H:13]([CH:30]2[CH2:32][CH2:31]2)[C@@H:12]1[CH3:33].CC(C)([O-])C.[Na+].CN(C1C(C2C(P(C3CCCCC3)C3CCCCC3)=CC=CC=2)=CC=CC=1)C. Product: [CH:30]1([C@H:13]2[C@H:12]([CH3:33])[C@@H:11]([NH:10][C:2]3[CH:7]=[CH:6][CH:5]=[C:4]([O:8][CH3:9])[N:3]=3)[C:20]3[C:15](=[CH:16][CH:17]=[C:18]([C:21]4[CH2:22][CH2:23][O:24][CH2:25][CH:26]=4)[CH:19]=3)[N:14]2[C:27](=[O:29])[CH3:28])[CH2:32][CH2:31]1. The catalyst class is: 62. (3) Reactant: C(OCC(Cl)=O)C1C=CC=CC=1.[CH2:13]([O:20][CH2:21][C:22]([N:24]=[C:25]=[S:26])=[O:23])[C:14]1[CH:19]=[CH:18][CH:17]=[CH:16][CH:15]=1.[CH3:27][O:28][C:29]1[CH:30]=[C:31]2[C:36](=[CH:37][C:38]=1[O:39][CH3:40])[N:35]=[CH:34][CH:33]=[C:32]2[O:41][C:42]1[CH:48]=[CH:47][C:45]([NH2:46])=[C:44]([F:49])[CH:43]=1.C1(C)C=CC=CC=1. Product: [CH2:13]([O:20][CH2:21][C:22]([N:24]=[C:25]=[S:26])=[O:23])[C:14]1[CH:19]=[CH:18][CH:17]=[CH:16][CH:15]=1.[CH2:13]([O:20][CH2:21][C:22]([NH:24][C:25]([NH:46][C:45]1[CH:47]=[CH:48][C:42]([O:41][C:32]2[C:31]3[C:36](=[CH:37][C:38]([O:39][CH3:40])=[C:29]([O:28][CH3:27])[CH:30]=3)[N:35]=[CH:34][CH:33]=2)=[CH:43][C:44]=1[F:49])=[S:26])=[O:23])[C:14]1[CH:19]=[CH:18][CH:17]=[CH:16][CH:15]=1. The catalyst class is: 8. (4) Reactant: C([N:3]1[C:7]2([CH2:11][CH2:10][N:9]([C:12]3[CH:17]=[CH:16][C:15]([NH:18][C:19]4[N:20]=[CH:21][C:22]5[S:27][C:26]([C:28](N)=[O:29])=[C:25]([C:31]6[CH:36]=[CH:35][CH:34]=[CH:33][C:32]=6[O:37][CH3:38])[C:23]=5[N:24]=4)=[C:14]([O:39][CH:40]([CH3:42])[CH3:41])[CH:13]=3)[CH2:8]2)[CH2:6][CH2:5][CH2:4]1)=O.[OH-:43].[Na+].O. Product: [NH:3]1[C:7]2([CH2:11][CH2:10][N:9]([C:12]3[CH:17]=[CH:16][C:15]([NH:18][C:19]4[N:20]=[CH:21][C:22]5[S:27][C:26]([C:28]([OH:43])=[O:29])=[C:25]([C:31]6[CH:36]=[CH:35][CH:34]=[CH:33][C:32]=6[O:37][CH3:38])[C:23]=5[N:24]=4)=[C:14]([O:39][CH:40]([CH3:42])[CH3:41])[CH:13]=3)[CH2:8]2)[CH2:6][CH2:5][CH2:4]1. The catalyst class is: 5. (5) Reactant: [CH2:1]([N:8]1[C:16]2[C:11](=[CH:12][C:13]([O:17][CH2:18][CH2:19]OS(C3C=CC(C)=CC=3)(=O)=O)=[CH:14][CH:15]=2)[C:10]([S:31]([C:34]2[C:43]3[C:38](=[CH:39][CH:40]=[CH:41][CH:42]=3)[CH:37]=[CH:36][CH:35]=2)(=[O:33])=[O:32])=[N:9]1)[C:2]1[CH:7]=[CH:6][CH:5]=[CH:4][CH:3]=1.[CH:44]([NH2:47])([CH3:46])[CH3:45]. Product: [CH2:1]([N:8]1[C:16]2[C:11](=[CH:12][C:13]([O:17][CH2:18][CH2:19][NH:47][CH:44]([CH3:46])[CH3:45])=[CH:14][CH:15]=2)[C:10]([S:31]([C:34]2[C:43]3[C:38](=[CH:39][CH:40]=[CH:41][CH:42]=3)[CH:37]=[CH:36][CH:35]=2)(=[O:32])=[O:33])=[N:9]1)[C:2]1[CH:3]=[CH:4][CH:5]=[CH:6][CH:7]=1. The catalyst class is: 1. (6) Reactant: Cl[C:2]1[CH:7]=[C:6]([Cl:8])[N:5]=[C:4]([CH3:9])[N:3]=1.[Cl:10][C:11]1[CH:16]=[C:15]([Cl:17])[CH:14]=[CH:13][C:12]=1[CH2:18][NH:19][C:20]([CH:22]1[CH2:27][CH2:26][NH:25][CH2:24][CH2:23]1)=[O:21].[OH-].[Na+]. Product: [Cl:8][C:6]1[N:5]=[C:4]([CH3:9])[N:3]=[C:2]([N:25]2[CH2:26][CH2:27][CH:22]([C:20]([NH:19][CH2:18][C:12]3[CH:13]=[CH:14][C:15]([Cl:17])=[CH:16][C:11]=3[Cl:10])=[O:21])[CH2:23][CH2:24]2)[CH:7]=1. The catalyst class is: 12. (7) Reactant: [CH2:1]([O:3][C:4]([CH:6]1[C:14]2[C:9](=[CH:10][C:11]([N+:15]([O-])=O)=[CH:12][CH:13]=2)[C:8](=[O:18])[CH2:7]1)=[O:5])[CH3:2].[Sn](Cl)Cl.[OH-].[Na+]. Product: [CH2:1]([O:3][C:4]([CH:6]1[C:14]2[C:9](=[CH:10][C:11]([NH2:15])=[CH:12][CH:13]=2)[C:8](=[O:18])[CH2:7]1)=[O:5])[CH3:2]. The catalyst class is: 8. (8) Reactant: [OH:1][C@H:2]([CH:6]([CH3:8])[CH3:7])[C:3]([OH:5])=[O:4].[CH3:9]O. Product: [OH:1][C@H:2]([CH:6]([CH3:8])[CH3:7])[C:3]([O:5][CH3:9])=[O:4]. The catalyst class is: 81.